Dataset: Reaction yield outcomes from USPTO patents with 853,638 reactions. Task: Predict the reaction yield, written as a fraction of the theoretical maximum amount of product (1.0 means a 100% yield; for example, 0.34 means a 34% yield). (1) The reactants are [Si:1]([O:8][CH2:9][C@@H:10]([NH:24][C:25](=[O:31])[O:26][C:27]([CH3:30])([CH3:29])[CH3:28])[C@H:11]([C:14]1[CH:19]=[CH:18][C:17]([C:20]([F:23])([F:22])[F:21])=[CH:16][CH:15]=1)[CH2:12][OH:13])([C:4]([CH3:7])([CH3:6])[CH3:5])([CH3:3])[CH3:2].[C:32](Cl)(=[O:37])[C:33]([CH3:36])([CH3:35])[CH3:34]. The catalyst is C(Cl)Cl.CN(C)C1C=CN=CC=1. The product is [C:32]([O:13][CH2:12][C@@H:11]([C:14]1[CH:15]=[CH:16][C:17]([C:20]([F:23])([F:21])[F:22])=[CH:18][CH:19]=1)[C@H:10]([NH:24][C:25]([O:26][C:27]([CH3:30])([CH3:29])[CH3:28])=[O:31])[CH2:9][O:8][Si:1]([C:4]([CH3:6])([CH3:7])[CH3:5])([CH3:3])[CH3:2])(=[O:37])[C:33]([CH3:36])([CH3:35])[CH3:34]. The yield is 0.990. (2) The reactants are [C:1]([C:5]1[CH:10]=[CH:9][C:8]([C:11]([CH3:13])=[CH2:12])=[CH:7][N:6]=1)([CH3:4])([CH3:3])[CH3:2].CN1C=CN=C1.[N+](=C[C:23]([O:25][CH2:26][CH3:27])=[O:24])=[N-]. The catalyst is C1(C)C=CC=CC=1. The product is [C:1]([C:5]1[N:6]=[CH:7][C:8]([CH:11]2[CH2:13][CH:12]2[C:23]([O:25][CH2:26][CH3:27])=[O:24])=[CH:9][CH:10]=1)([CH3:4])([CH3:3])[CH3:2]. The yield is 0.390. (3) The reactants are [CH3:1][C:2]1[C:37]([CH3:38])=[CH:36][C:5]2[NH:6][C:7]([CH2:9][N:10]([CH:26]3[C:35]4[N:34]=[CH:33][CH:32]=[CH:31][C:30]=4[CH2:29][CH2:28][CH2:27]3)[CH2:11][CH2:12][CH2:13][CH2:14][N:15]3C(=O)C4C(=CC=CC=4)C3=O)=[N:8][C:4]=2[CH:3]=1.O.NN. The catalyst is C(O)C.C(OCC)C. The product is [CH3:38][C:37]1[C:2]([CH3:1])=[CH:3][C:4]2[NH:8][C:7]([CH2:9][N:10]([CH:26]3[C:35]4[N:34]=[CH:33][CH:32]=[CH:31][C:30]=4[CH2:29][CH2:28][CH2:27]3)[CH2:11][CH2:12][CH2:13][CH2:14][NH2:15])=[N:6][C:5]=2[CH:36]=1. The yield is 0.380.